Dataset: Forward reaction prediction with 1.9M reactions from USPTO patents (1976-2016). Task: Predict the product of the given reaction. (1) Given the reactants C1(P(C2CCCCC2)C2C=CC=CC=2C2C(OC)=CC=CC=2OC)CCCCC1.C(=O)([O-])[O-].[K+].[K+].[OH:36][C:37]1[CH:42]=[CH:41][C:40](B(O)O)=[C:39]([CH2:46][N:47]2[CH2:52][CH2:51][O:50][CH2:49][CH2:48]2)[CH:38]=1.[F:53][C:54]1[CH:55]=[CH:56][C:57]2[N:58]([CH:60]=[C:61]([C:63]([NH:65][C@H:66]3[CH2:71][CH2:70][C@@H:69]([N:72]4[C:77](=[O:78])[C:76]5[CH:79]=[C:80]([F:83])[CH:81]=[N:82][C:75]=5[N:74]([C:84]5[CH:89]=[CH:88][CH:87]=[C:86](I)[CH:85]=5)[C:73]4=[O:91])[CH2:68][CH2:67]3)=[O:64])[N:62]=2)[CH:59]=1, predict the reaction product. The product is: [F:53][C:54]1[CH:55]=[CH:56][C:57]2[N:58]([CH:60]=[C:61]([C:63]([NH:65][C@H:66]3[CH2:71][CH2:70][C@@H:69]([N:72]4[C:77](=[O:78])[C:76]5[CH:79]=[C:80]([F:83])[CH:81]=[N:82][C:75]=5[N:74]([C:84]5[CH:89]=[C:88]([C:40]6[CH:41]=[CH:42][C:37]([OH:36])=[CH:38][C:39]=6[CH2:46][N:47]6[CH2:52][CH2:51][O:50][CH2:49][CH2:48]6)[CH:87]=[CH:86][CH:85]=5)[C:73]4=[O:91])[CH2:68][CH2:67]3)=[O:64])[N:62]=2)[CH:59]=1. (2) Given the reactants [F:1][C:2]1[CH:3]=[C:4]([C:9]2[N:13]3[C:14]([CH3:18])=[CH:15][CH:16]=[CH:17][C:12]3=[N:11][C:10]=2[C:19](=O)[CH3:20])[CH:5]=[C:6]([F:8])[CH:7]=1.C([O-])(=O)C.[NH4+].C([BH3-])#[N:28].[Na+], predict the reaction product. The product is: [F:1][C:2]1[CH:3]=[C:4]([C:9]2[N:13]3[C:14]([CH3:18])=[CH:15][CH:16]=[CH:17][C:12]3=[N:11][C:10]=2[CH:19]([NH2:28])[CH3:20])[CH:5]=[C:6]([F:8])[CH:7]=1. (3) Given the reactants [CH2:1]([N:6]1[C:14]2[C:9](=[CH:10][CH:11]=[CH:12][CH:13]=2)[C:8]2([C:25]3[C:17](=[CH:18][C:19]4[O:20][CH2:21][O:22][C:23]=4[CH:24]=3)[C:16](=O)[CH2:15]2)[C:7]1=[O:27])[CH2:2][CH2:3][CH2:4][CH3:5].C([SiH](CC)CC)C.FC(F)(F)C(O)=O, predict the reaction product. The product is: [CH2:1]([N:6]1[C:14]2[C:9](=[CH:10][CH:11]=[CH:12][CH:13]=2)[C:8]2([C:25]3[C:17](=[CH:18][C:19]4[O:20][CH2:21][O:22][C:23]=4[CH:24]=3)[CH2:16][CH2:15]2)[C:7]1=[O:27])[CH2:2][CH2:3][CH2:4][CH3:5]. (4) Given the reactants [CH3:1][C:2]1[N:25]([CH3:26])[C:5]2[CH:6]=[C:7]([C:22]([OH:24])=O)[C:8]3[CH2:9][CH2:10][C:11]4([NH:20][C:21]=3[C:4]=2[N:3]=1)[CH2:19][C:18]1[C:13](=[CH:14][CH:15]=[CH:16][CH:17]=1)[CH2:12]4.CN(C(ON1N=NC2C=CC=CC1=2)=[N+](C)C)C.[B-](F)(F)(F)F.[NH2:49][CH2:50][C@@H:51]([OH:53])[CH3:52], predict the reaction product. The product is: [OH:53][C@@H:51]([CH3:52])[CH2:50][NH:49][C:22]([C:7]1[C:8]2[CH2:9][CH2:10][C:11]3([NH:20][C:21]=2[C:4]2[N:3]=[C:2]([CH3:1])[N:25]([CH3:26])[C:5]=2[CH:6]=1)[CH2:12][C:13]1[C:18](=[CH:17][CH:16]=[CH:15][CH:14]=1)[CH2:19]3)=[O:24]. (5) The product is: [Cl:1][C:2]1[CH:3]=[C:4]([CH:5]=[O:6])[CH:7]=[CH:8][C:9]=1[O:10][CH2:34][C:35]([O:37][C:38]([CH3:41])([CH3:40])[CH3:39])=[O:36]. Given the reactants [Cl:1][C:2]1[CH:3]=[C:4]([CH:7]=[CH:8][C:9]=1[OH:10])[CH:5]=[O:6].N[C@H](C(O)=O)CC1C=C2C(C=CC=C2)=CC=1.C([O-])([O-])=O.[K+].[K+].Br[CH2:34][C:35]([O:37][C:38]([CH3:41])([CH3:40])[CH3:39])=[O:36], predict the reaction product. (6) Given the reactants C(OC(N=NC(OC(C)C)=O)=O)(C)C.C1(P(C2C=CC=CC=2)C2C=CC=CC=2)C=CC=CC=1.[OH:34][C:35]1[CH:40]=[CH:39][C:38]([CH:41]2[CH2:46][CH2:45][CH2:44][C:43](=[O:47])[CH2:42]2)=[CH:37][CH:36]=1.[Cl:48][C:49]1[CH:59]=[C:58]([O:60][CH2:61][CH:62]=[C:63]([Cl:65])[Cl:64])[CH:57]=[C:56]([Cl:66])[C:50]=1[O:51][CH2:52][CH2:53][CH2:54]O, predict the reaction product. The product is: [Cl:48][C:49]1[CH:59]=[C:58]([O:60][CH2:61][CH:62]=[C:63]([Cl:65])[Cl:64])[CH:57]=[C:56]([Cl:66])[C:50]=1[O:51][CH2:52][CH2:53][CH2:54][O:34][C:35]1[CH:36]=[CH:37][C:38]([CH:41]2[CH2:46][CH2:45][CH2:44][C:43](=[O:47])[CH2:42]2)=[CH:39][CH:40]=1. (7) Given the reactants [Cl:1][C:2]1[S:6][C:5]([C:7]([NH:9][CH2:10][C@H:11]([OH:27])[CH2:12][NH:13][C:14]2[CH:19]=[CH:18][C:17]([N:20]3[CH2:25][CH2:24][O:23][CH2:22][C:21]3=[O:26])=[CH:16][CH:15]=2)=[O:8])=[CH:4][CH:3]=1.C1N=CN([C:33](N2C=NC=C2)=[S:34])C=1, predict the reaction product. The product is: [Cl:1][C:2]1[S:6][C:5]([C:7]([NH:9][CH2:10][C@@H:11]2[O:27][C:33](=[S:34])[N:13]([C:14]3[CH:15]=[CH:16][C:17]([N:20]4[CH2:25][CH2:24][O:23][CH2:22][C:21]4=[O:26])=[CH:18][CH:19]=3)[CH2:12]2)=[O:8])=[CH:4][CH:3]=1.